From a dataset of Reaction yield outcomes from USPTO patents with 853,638 reactions. Predict the reaction yield, written as a fraction of the theoretical maximum amount of product (1.0 means a 100% yield; for example, 0.34 means a 34% yield). (1) The reactants are Cl[C:2]1[N:7]=[C:6]([C:8]2[N:12]3[CH:13]=[CH:14][CH:15]=[CH:16][C:11]3=[N:10][C:9]=2[C:17]2[CH:18]=[CH:19][C:20]([O:34][CH2:35][CH3:36])=[C:21]([CH:33]=2)[C:22]([NH:24][C:25]2[C:30]([F:31])=[CH:29][CH:28]=[CH:27][C:26]=2[F:32])=[O:23])[CH:5]=[CH:4][N:3]=1.[CH3:37][C:38]1[C:39]([CH:47]2[CH2:52][CH2:51][N:50]([CH2:53][CH2:54][CH3:55])[CH2:49][CH2:48]2)=[CH:40][C:41]([O:45][CH3:46])=[C:42]([CH:44]=1)[NH2:43].C1(C)C=CC(S(O)(=O)=O)=CC=1.C[O-].[Na+]. The catalyst is C(Cl)Cl.CC(O)C. The product is [F:32][C:26]1[CH:27]=[CH:28][CH:29]=[C:30]([F:31])[C:25]=1[NH:24][C:22](=[O:23])[C:21]1[CH:33]=[C:17]([C:9]2[N:10]=[C:11]3[CH:16]=[CH:15][CH:14]=[CH:13][N:12]3[C:8]=2[C:6]2[CH:5]=[CH:4][N:3]=[C:2]([NH:43][C:42]3[CH:44]=[C:38]([CH3:37])[C:39]([CH:47]4[CH2:52][CH2:51][N:50]([CH2:53][CH2:54][CH3:55])[CH2:49][CH2:48]4)=[CH:40][C:41]=3[O:45][CH3:46])[N:7]=2)[CH:18]=[CH:19][C:20]=1[O:34][CH2:35][CH3:36]. The yield is 0.500. (2) The reactants are Cl[C:2]1[C:3]2[C:10]([C:11]3[CH:16]=[CH:15][CH:14]=[CH:13][CH:12]=3)=[CH:9][S:8][C:4]=2[N:5]=[CH:6][N:7]=1.C(N(CC)CC)C.[NH:24]1[CH2:29][CH2:28][CH:27]([CH2:30][OH:31])[CH2:26][CH2:25]1. The catalyst is C(O)C. The product is [C:11]1([C:10]2[C:3]3[C:2]([C:27]4([CH2:30][OH:31])[CH2:28][CH2:29][NH:24][CH2:25][CH2:26]4)=[N:7][CH:6]=[N:5][C:4]=3[S:8][CH:9]=2)[CH:16]=[CH:15][CH:14]=[CH:13][CH:12]=1. The yield is 0.900.